Dataset: Forward reaction prediction with 1.9M reactions from USPTO patents (1976-2016). Task: Predict the product of the given reaction. (1) Given the reactants C[O:2][C:3]([C:5]1[C:10]([NH2:11])=[N:9][C:8]([O:12][CH3:13])=[CH:7][N:6]=1)=[O:4].[OH-].[Na+:15].[ClH:16].C1(C)C=CC=CC=1, predict the reaction product. The product is: [NH2:11][C:10]1[C:5]([C:3]([OH:4])=[O:2])=[N:6][CH:7]=[C:8]([O:12][CH3:13])[N:9]=1.[Cl-:16].[Na+:15]. (2) Given the reactants [OH:1][CH2:2][CH2:3][C:4]1[CH:5]=[C:6]([CH2:10][CH2:11][OH:12])[CH:7]=[CH:8][CH:9]=1.[C:13](OC(=O)C)(=[O:15])[CH3:14], predict the reaction product. The product is: [OH:1][CH2:2][CH2:3][C:4]1[CH:5]=[C:6]([CH2:10][CH2:11][O:12][C:13](=[O:15])[CH3:14])[CH:7]=[CH:8][CH:9]=1. (3) Given the reactants [Br:1][C:2]1[CH:3]=[C:4]([CH:8]=[CH:9][C:10]=1[NH:11][CH:12]=[O:13])[C:5]([OH:7])=O.[CH3:14][O:15][C:16]1[CH:21]=[CH:20][C:19]([NH2:22])=[CH:18][CH:17]=1, predict the reaction product. The product is: [Br:1][C:2]1[CH:3]=[C:4]([CH:8]=[CH:9][C:10]=1[NH:11][CH:12]=[O:13])[C:5]([NH:22][C:19]1[CH:20]=[CH:21][C:16]([O:15][CH3:14])=[CH:17][CH:18]=1)=[O:7]. (4) Given the reactants [F:1][C:2]1[CH:3]=[N:4][C:5]2[C:10]([C:11]=1[CH2:12][CH:13]([C:15]13[CH2:22][CH2:21][C:18]([NH:23]C(=O)OC(C)(C)C)([CH2:19][CH2:20]1)[CH2:17][O:16]3)[OH:14])=[N:9][C:8]([O:31][CH3:32])=[CH:7][CH:6]=2.FC(F)(F)C(O)=O, predict the reaction product. The product is: [NH2:23][C:18]12[CH2:21][CH2:22][C:15]([C@H:13]([OH:14])[CH2:12][C:11]3[C:10]4[C:5](=[CH:6][CH:7]=[C:8]([O:31][CH3:32])[N:9]=4)[N:4]=[CH:3][C:2]=3[F:1])([CH2:20][CH2:19]1)[O:16][CH2:17]2. (5) Given the reactants [Br:1][C:2]1[C:10]2[C:5](=[CH:6][N:7]=[C:8]([Cl:11])[CH:9]=2)[NH:4][CH:3]=1.[Cl:12][C:13]1[CH:21]=[CH:20][CH:19]=[C:18]([C:22]([F:25])([F:24])[F:23])[C:14]=1[C:15](Cl)=[O:16].[H-].[Na+], predict the reaction product. The product is: [Br:1][C:2]1[C:10]2[C:5](=[CH:6][N:7]=[C:8]([Cl:11])[CH:9]=2)[N:4]([C:15]([C:14]2[C:18]([C:22]([F:23])([F:24])[F:25])=[CH:19][CH:20]=[CH:21][C:13]=2[Cl:12])=[O:16])[CH:3]=1. (6) Given the reactants [Cl:1][S:2]([OH:5])(=O)=[O:3].P(Cl)(Cl)(Cl)(Cl)Cl.[Cl:12][C:13]1[CH:14]=[CH:15][C:16]2[O:20][CH:19]=[CH:18][C:17]=2[CH:21]=1, predict the reaction product. The product is: [Cl:12][C:13]1[CH:14]=[CH:15][C:16]2[O:20][C:19]([S:2]([Cl:1])(=[O:5])=[O:3])=[CH:18][C:17]=2[CH:21]=1. (7) Given the reactants Br[C:2]1[CH:7]=[CH:6][C:5]([CH:8]([N:12]2[CH2:26][CH2:25][C:15]3([O:20][CH2:19][C:18](=[O:21])[N:17]([CH:22]4[CH2:24][CH2:23]4)[CH2:16]3)[CH2:14][CH2:13]2)[C:9](=[O:11])[CH3:10])=[CH:4][CH:3]=1.CC1(C)C(C)(C)OB([C:35]2[CH:44]=[C:43]3[C:38]([CH:39]=[CH:40][CH:41]=[N:42]3)=[CH:37][CH:36]=2)O1.C(=O)([O-])[O-].[K+].[K+], predict the reaction product. The product is: [CH:22]1([N:17]2[CH2:16][C:15]3([CH2:25][CH2:26][N:12]([CH:8]([C:5]4[CH:6]=[CH:7][C:2]([C:35]5[CH:44]=[C:43]6[C:38]([CH:39]=[CH:40][CH:41]=[N:42]6)=[CH:37][CH:36]=5)=[CH:3][CH:4]=4)[C:9](=[O:11])[CH3:10])[CH2:13][CH2:14]3)[O:20][CH2:19][C:18]2=[O:21])[CH2:24][CH2:23]1. (8) Given the reactants [CH:1]1[C:13]2[N:12]([CH:14]3[C:23]4[C:18](=[CH:19][CH:20]=[CH:21][CH:22]=4)[N:17]([C:24](=[O:35])[C:25]4[CH:30]=[CH:29][C:28]([O:31][CH3:32])=[C:27]([O:33][CH3:34])[CH:26]=4)[CH:16]([CH2:36][CH2:37][CH2:38][CH2:39][CH2:40]O)[CH2:15]3)[C:11]3[C:6](=[CH:7][CH:8]=[CH:9][CH:10]=3)[C:5]=2[CH:4]=[CH:3][CH:2]=1.[F:42][C:43]1[CH:48]=[CH:47][C:46]([N:49]2[CH2:54][CH2:53][NH:52][CH2:51][CH2:50]2)=[CH:45][CH:44]=1, predict the reaction product. The product is: [CH3:34][O:33][C:27]1[CH:26]=[C:25]([CH:30]=[CH:29][C:28]=1[O:31][CH3:32])[C:24]([N:17]1[C:18]2[C:23](=[CH:22][CH:21]=[CH:20][CH:19]=2)[CH:14]([N:12]2[C:11]3[CH:10]=[CH:9][CH:8]=[CH:7][C:6]=3[C:5]3[C:13]2=[CH:1][CH:2]=[CH:3][CH:4]=3)[CH2:15][CH:16]1[CH2:36][CH2:37][CH2:38][CH2:39][CH2:40][N:52]1[CH2:51][CH2:50][N:49]([C:46]2[CH:45]=[CH:44][C:43]([F:42])=[CH:48][CH:47]=2)[CH2:54][CH2:53]1)=[O:35]. (9) Given the reactants [OH:1][C:2]1[CH:3]=[C:4]2[C:9](=[CH:10][CH:11]=1)[NH:8][C:7](=[O:12])[CH2:6][CH2:5]2.[C:13]([O-])([O-])=O.[K+].[K+].CI, predict the reaction product. The product is: [CH3:13][O:1][C:2]1[CH:3]=[C:4]2[C:9](=[CH:10][CH:11]=1)[NH:8][C:7](=[O:12])[CH2:6][CH2:5]2.